Task: Predict which catalyst facilitates the given reaction.. Dataset: Catalyst prediction with 721,799 reactions and 888 catalyst types from USPTO (1) Reactant: Cl.Cl.[F:3][C:4]1[CH:9]=[C:8]([C:10]2[N:14]3[CH:15]=[CH:16][C:17]([C:19]4[CH:24]=[CH:23][N:22]=[CH:21][CH:20]=4)=[CH:18][C:13]3=[N:12][CH:11]=2)[CH:7]=[CH:6][C:5]=1[CH2:25][C:26]([OH:28])=O.[C:29]([C:33]1[CH:38]=[C:37]([CH3:39])[N:36]=[C:35]([NH2:40])[CH:34]=1)([CH3:32])([CH3:31])[CH3:30].CN(C(ON1N=NC2C=CC=NC1=2)=[N+](C)C)C.F[P-](F)(F)(F)(F)F.C(N(C(C)C)CC)(C)C. Product: [C:29]([C:33]1[CH:38]=[C:37]([CH3:39])[N:36]=[C:35]([NH:40][C:26](=[O:28])[CH2:25][C:5]2[CH:6]=[CH:7][C:8]([C:10]3[N:14]4[CH:15]=[CH:16][C:17]([C:19]5[CH:24]=[CH:23][N:22]=[CH:21][CH:20]=5)=[CH:18][C:13]4=[N:12][CH:11]=3)=[CH:9][C:4]=2[F:3])[CH:34]=1)([CH3:32])([CH3:31])[CH3:30]. The catalyst class is: 3. (2) Reactant: [C:1]([CH2:3][O:4][C:5]1[CH:6]=[C:7]2[C:12](=[CH:13][CH:14]=1)[N:11]=[CH:10][CH:9]=[C:8]2[S:15][C:16]1([C:20]([O:22]CC)=[O:21])[CH2:19][CH2:18][CH2:17]1)#N.[OH-:25].[Na+].[O:27]1[CH2:31]CCC1. Product: [CH3:31][O:27][C:1](=[O:25])[CH2:3][O:4][C:5]1[CH:6]=[C:7]2[C:12](=[CH:13][CH:14]=1)[N:11]=[CH:10][CH:9]=[C:8]2[S:15][C:16]1([C:20]([OH:22])=[O:21])[CH2:19][CH2:18][CH2:17]1. The catalyst class is: 24. (3) Reactant: C(N(C(C)C)CC)(C)C.[S:10](Cl)([C:13]1[CH:19]=[CH:18][C:16]([CH3:17])=[CH:15][CH:14]=1)(=[O:12])=[O:11].[OH:21][C:22]1[CH:26]=[CH:25][NH:24][C:23]=1[C:27]([O:29][CH3:30])=[O:28]. Product: [S:10]([O:21][C:22]1[CH:26]=[CH:25][NH:24][C:23]=1[C:27]([O:29][CH3:30])=[O:28])([C:13]1[CH:19]=[CH:18][C:16]([CH3:17])=[CH:15][CH:14]=1)(=[O:12])=[O:11]. The catalyst class is: 2.